From a dataset of Full USPTO retrosynthesis dataset with 1.9M reactions from patents (1976-2016). Predict the reactants needed to synthesize the given product. (1) Given the product [NH2:2][C:1]([C:3]1[CH:11]=[CH:10][C:6]([C:7]([OH:9])=[O:8])=[C:5]([CH3:12])[CH:4]=1)=[O:13], predict the reactants needed to synthesize it. The reactants are: [C:1]([C:3]1[CH:11]=[CH:10][C:6]([C:7]([OH:9])=[O:8])=[C:5]([CH3:12])[CH:4]=1)#[N:2].[OH-:13].[K+]. (2) Given the product [CH3:15][NH:16][CH:8]1[CH2:7][C@@H:6]2[CH2:1][NH:2][C:3](=[O:11])[CH2:4][C@@H:5]2[CH2:9]1, predict the reactants needed to synthesize it. The reactants are: [CH2:1]1[C@H:6]2[CH2:7][C:8](=O)[CH2:9][C@H:5]2[CH2:4][C:3](=[O:11])[NH:2]1.Cl.CN.[C:15]([BH3-])#[N:16].[Na+]. (3) Given the product [Cl:41][C:42]1[CH:43]=[C:44]([C:49]([F:56])=[C:50]2[CH2:51][CH2:52][N:53]([S:35]([C:34]3[C:33]([CH3:39])=[N:32][NH:31][C:30]=3[CH3:29])(=[O:37])=[O:36])[CH2:54][CH2:55]2)[CH:45]=[CH:46][C:47]=1[Cl:48], predict the reactants needed to synthesize it. The reactants are: ClC1C=CC(C(=C2CCN(S(C3C(C)=NNC=3C)(=O)=O)CC2)C(OC)=O)=CC=1.[CH3:29][C:30]1[C:34]([S:35](Cl)(=[O:37])=[O:36])=[C:33]([CH3:39])[NH:32][N:31]=1.Cl.[Cl:41][C:42]1[CH:43]=[C:44]([C:49]([F:56])=[C:50]2[CH2:55][CH2:54][NH:53][CH2:52][CH2:51]2)[CH:45]=[CH:46][C:47]=1[Cl:48]. (4) Given the product [Cl:24][C:19]1[CH:18]=[C:17]([C:10]2([C:13]([F:16])([F:14])[F:15])[CH2:11][CH2:12][NH:8][CH2:9]2)[CH:22]=[C:21]([CH3:23])[CH:20]=1, predict the reactants needed to synthesize it. The reactants are: C([N:8]1[CH2:12][CH2:11][C:10]([C:17]2[CH:22]=[C:21]([CH3:23])[CH:20]=[C:19]([Cl:24])[CH:18]=2)([C:13]([F:16])([F:15])[F:14])[CH2:9]1)C1C=CC=CC=1.ClC(OC(Cl)C)=O. (5) Given the product [O:27]1[CH2:28][CH2:29][CH:24]([C:23]2[C:18]([O:16][C@H:14]3[CH2:13][C@H:12]([C:4]4[NH:5][C:6]5[CH:11]=[CH:10][CH:9]=[CH:8][C:7]=5[N:3]=4)[CH2:15]3)=[N:19][CH:20]=[CH:21][CH:22]=2)[CH2:25][CH2:26]1, predict the reactants needed to synthesize it. The reactants are: [H-].[Na+].[NH:3]1[C:7]2[CH:8]=[CH:9][CH:10]=[CH:11][C:6]=2[N:5]=[C:4]1[C@H:12]1[CH2:15][C@H:14]([OH:16])[CH2:13]1.F[C:18]1[C:23]([CH:24]2[CH2:29][CH2:28][O:27][CH2:26][CH2:25]2)=[CH:22][CH:21]=[CH:20][N:19]=1.C(OCC)(=O)C. (6) Given the product [C:1]([C:3]1[C:4]([N:22]2[CH2:23][CH2:24][CH:25]([C:28](=[O:29])[NH:43][S:40]([CH2:39][C:36]3[CH:37]=[CH:38][C:33]([Si:32]([CH3:45])([CH3:44])[CH3:31])=[CH:34][CH:35]=3)(=[O:42])=[O:41])[CH2:26][CH2:27]2)=[N:5][C:6]([CH2:14][N:15]2[CH2:20][CH2:19][CH2:18][CH2:17][C:16]2=[O:21])=[C:7]([CH:8]=1)[C:9]([O:11][CH2:12][CH3:13])=[O:10])#[N:2], predict the reactants needed to synthesize it. The reactants are: [C:1]([C:3]1[C:4]([N:22]2[CH2:27][CH2:26][CH:25]([C:28](O)=[O:29])[CH2:24][CH2:23]2)=[N:5][C:6]([CH2:14][N:15]2[CH2:20][CH2:19][CH2:18][CH2:17][C:16]2=[O:21])=[C:7]([C:9]([O:11][CH2:12][CH3:13])=[O:10])[CH:8]=1)#[N:2].[CH3:31][Si:32]([CH3:45])([CH3:44])[C:33]1[CH:38]=[CH:37][C:36]([CH2:39][S:40]([NH2:43])(=[O:42])=[O:41])=[CH:35][CH:34]=1. (7) Given the product [F:49][C:6]1[C:7]([F:48])=[C:8]([CH2:11][N:12]2[C:21](=[O:22])[C:20]([C:23](=[O:24])[NH:25][C:26]3[CH:31]=[CH:30][C:29]([C:32]([F:35])([F:34])[F:33])=[CH:28][C:27]=3[C:36]3[CH:41]=[C:40]([C:42]([F:45])([F:44])[F:43])[N:39]=[CH:38][N:37]=3)=[C:19]([OH:46])[C:14]3([CH2:18][CH2:17][CH2:16][CH2:15]3)[N:13]2[CH3:47])[CH:9]=[CH:10][C:5]=1[O:4][CH2:3][CH2:2][NH:51][C@H:52]([C:58]([O:60][CH3:61])=[O:59])[CH2:53][S:54]([OH:57])(=[O:56])=[O:55], predict the reactants needed to synthesize it. The reactants are: Br[CH2:2][CH2:3][O:4][C:5]1[CH:10]=[CH:9][C:8]([CH2:11][N:12]2[C:21](=[O:22])[C:20]([C:23]([NH:25][C:26]3[CH:31]=[CH:30][C:29]([C:32]([F:35])([F:34])[F:33])=[CH:28][C:27]=3[C:36]3[CH:41]=[C:40]([C:42]([F:45])([F:44])[F:43])[N:39]=[CH:38][N:37]=3)=[O:24])=[C:19]([OH:46])[C:14]3([CH2:18][CH2:17][CH2:16][CH2:15]3)[N:13]2[CH3:47])=[C:7]([F:48])[C:6]=1[F:49].Cl.[NH2:51][C@H:52]([C:58]([O:60][CH3:61])=[O:59])[CH2:53][S:54]([OH:57])(=[O:56])=[O:55]. (8) Given the product [C:1]([O:5][C:6]([N:8]1[CH2:9][CH2:10][CH:11]([C:14]2[N:15]=[C:16]([NH2:28])[C:17]3[N:18]([N:20]=[C:21]([C:23]4[O:24][CH:25]=[CH:26][CH:27]=4)[N:22]=3)[CH:19]=2)[CH2:12][CH2:13]1)=[O:7])([CH3:4])([CH3:2])[CH3:3], predict the reactants needed to synthesize it. The reactants are: [C:1]([O:5][C:6]([N:8]1[CH2:13][CH:12]=[C:11]([C:14]2[N:15]=[C:16]([NH2:28])[C:17]3[N:18]([N:20]=[C:21]([C:23]4[O:24][CH:25]=[CH:26][CH:27]=4)[N:22]=3)[CH:19]=2)[CH2:10][CH2:9]1)=[O:7])([CH3:4])([CH3:3])[CH3:2].